This data is from Full USPTO retrosynthesis dataset with 1.9M reactions from patents (1976-2016). The task is: Predict the reactants needed to synthesize the given product. (1) Given the product [C:40]([C:37]1[O:38][C:39]2[C:31]([CH2:30][O:29][C:28]3[CH:44]=[CH:45][C:25]([CH2:24][CH2:23][C:20]([O:22][C:7]([CH3:15])([CH3:8])[CH3:6])=[O:21])=[C:26]([CH3:47])[C:27]=3[CH3:46])=[CH:32][C:33]([F:43])=[CH:34][C:35]=2[CH:36]=1)(=[O:41])[CH3:48], predict the reactants needed to synthesize it. The reactants are: CS(O[CH2:6][C:7]1[C:15]2OC(C(=O)C)=CC=2C=C(F)[CH:8]=1)(=O)=O.[C:20]([CH2:23][CH2:24][C:25]1[CH:45]=[CH:44][C:28]([O:29][CH2:30][C:31]2[C:39]3[O:38][C:37]([C:40](O)=[O:41])=[CH:36][C:35]=3[CH:34]=[C:33]([F:43])[CH:32]=2)=[C:27]([CH3:46])[C:26]=1[CH3:47])([OH:22])=[O:21].[C:48](=O)([O-])[O-].[K+].[K+]. (2) The reactants are: C([O-])([O-])=O.[Cs+].[Cs+].Cl[C:8]1[CH:13]=[CH:12][N:11]=[C:10]2[CH:14]=[C:15]([C:17]([N:19]3[CH2:23][CH2:22][C@@H:21]([O:24][CH3:25])[CH2:20]3)=[O:18])[S:16][C:9]=12.[CH3:26][C:27]1[NH:28][C:29]2[C:34]([CH:35]=1)=[CH:33][C:32]([OH:36])=[CH:31][CH:30]=2. Given the product [CH3:25][O:24][C@@H:21]1[CH2:22][CH2:23][N:19]([C:17]([C:15]2[S:16][C:9]3[C:10](=[N:11][CH:12]=[CH:13][C:8]=3[O:36][C:32]3[CH:33]=[C:34]4[C:29](=[CH:30][CH:31]=3)[NH:28][C:27]([CH3:26])=[CH:35]4)[CH:14]=2)=[O:18])[CH2:20]1, predict the reactants needed to synthesize it. (3) The reactants are: Cl[C:2]1[N:7]=[C:6]([NH:8][C@H:9]([C:13]2[CH:14]=[N:15][CH:16]=[CH:17][CH:18]=2)[CH2:10][CH2:11][CH3:12])[C:5]([CH3:19])=[CH:4][N:3]=1.[C:20](=[O:23])([O-])[O-].[Na+].[Na+].[C:26]([O:29][CH2:30][CH3:31])(=O)C. Given the product [CH2:4]([NH:3][C:20]([NH:8][C:9]1[CH:10]=[CH:11][C:12]([C:2]2[N:7]=[C:6]([NH:8][C@H:9]([C:13]3[CH:14]=[N:15][CH:16]=[CH:17][CH:18]=3)[CH2:10][CH2:11][CH3:12])[C:5]([CH3:19])=[CH:4][N:3]=2)=[CH:31][C:30]=1[O:29][CH3:26])=[O:23])[CH3:5], predict the reactants needed to synthesize it. (4) Given the product [CH3:27][CH:25]([N:24]1[C:20]([C:18]([NH:17][C:4]2[CH:3]=[C:2]([C:36]3[CH:35]=[CH:34][N:33]=[C:32]4[NH:40][C:29]([CH3:28])=[CH:30][C:31]=34)[CH:10]=[C:9]3[C:5]=2[CH:6]=[N:7][NH:8]3)=[O:19])=[CH:21][CH:22]=[N:23]1)[CH3:26], predict the reactants needed to synthesize it. The reactants are: Br[C:2]1[CH:3]=[C:4]([NH:17][C:18]([C:20]2[N:24]([CH:25]([CH3:27])[CH3:26])[N:23]=[CH:22][CH:21]=2)=[O:19])[C:5]2[C:9]([CH:10]=1)=[N:8][N:7](C1CCCCO1)[CH:6]=2.[CH3:28][C:29]1[NH:40][C:32]2=[N:33][CH:34]=[CH:35][C:36](B(O)O)=[C:31]2[CH:30]=1.P([O-])([O-])([O-])=O.[K+].[K+].[K+].O1CCOCC1. (5) Given the product [C:35]1([CH2:41][C:42]([O:23][CH2:22][N:21]2[C:20]3[CH:24]=[CH:25][CH:26]=[CH:27][C:19]=3[N:18]=[C:17]2[S:15]([CH2:14][C:3]2[C:2]([CH3:1])=[C:7]([O:8][CH2:9][C:10]([F:12])([F:11])[F:13])[CH:6]=[CH:5][N:4]=2)=[O:16])=[O:43])[CH:40]=[CH:39][CH:38]=[CH:37][CH:36]=1, predict the reactants needed to synthesize it. The reactants are: [CH3:1][C:2]1[C:3]([CH2:14][S:15]([C:17]2[N:21]([CH2:22][OH:23])[C:20]3[CH:24]=[CH:25][CH:26]=[CH:27][C:19]=3[N:18]=2)=[O:16])=[N:4][CH:5]=[CH:6][C:7]=1[O:8][CH2:9][C:10]([F:13])([F:12])[F:11].C(N(CC)CC)C.[C:35]1([CH2:41][C:42](Cl)=[O:43])[CH:40]=[CH:39][CH:38]=[CH:37][CH:36]=1.C(OCC)(=O)C.